Dataset: Catalyst prediction with 721,799 reactions and 888 catalyst types from USPTO. Task: Predict which catalyst facilitates the given reaction. (1) Reactant: Br[C:2]1[CH:3]=[C:4]([CH2:8][CH2:9][CH2:10][NH:11][C:12](=[O:17])[C:13]([F:16])([F:15])[F:14])[CH:5]=[CH:6][CH:7]=1.[C:18]([C:20]1([OH:26])[CH2:25][CH2:24][CH2:23][CH2:22][CH2:21]1)#[CH:19]. Product: [F:14][C:13]([F:16])([F:15])[C:12]([NH:11][CH2:10][CH2:9][CH2:8][C:4]1[CH:5]=[CH:6][CH:7]=[C:2]([C:19]#[C:18][C:20]2([OH:26])[CH2:25][CH2:24][CH2:23][CH2:22][CH2:21]2)[CH:3]=1)=[O:17]. The catalyst class is: 337. (2) Reactant: [Cl:1][C:2]1[CH:22]=[CH:21][CH:20]=[CH:19][C:3]=1[C:4]([NH:6][CH:7]1[C:15]2[C:10](=[CH:11][CH:12]=[C:13]([C:16]([OH:18])=O)[CH:14]=2)[CH2:9][CH2:8]1)=[O:5].CN(C(ON1N=NC2C=CC=NC1=2)=[N+](C)C)C.F[P-](F)(F)(F)(F)F.[F:47][C:48]([F:62])([F:61])[C:49]([N:51]1[CH2:60][CH2:59][C:54]2([CH2:58][NH:57][CH2:56][CH2:55]2)[CH2:53][CH2:52]1)=[O:50]. Product: [Cl:1][C:2]1[CH:22]=[CH:21][CH:20]=[CH:19][C:3]=1[C:4]([NH:6][CH:7]1[C:15]2[C:10](=[CH:11][CH:12]=[C:13]([C:16]([N:57]3[CH2:56][CH2:55][C:54]4([CH2:53][CH2:52][N:51]([C:49](=[O:50])[C:48]([F:61])([F:62])[F:47])[CH2:60][CH2:59]4)[CH2:58]3)=[O:18])[CH:14]=2)[CH2:9][CH2:8]1)=[O:5]. The catalyst class is: 1. (3) The catalyst class is: 11. Product: [Cl:1][C:2]1[CH:3]=[C:4]([C:8]2[CH:9]=[C:10]3[C:14](=[CH:15][CH:16]=2)[NH:13][C:12](=[S:31])[C:11]3([CH2:20][CH3:21])[CH2:18][CH3:19])[CH:5]=[CH:6][CH:7]=1. Reactant: [Cl:1][C:2]1[CH:3]=[C:4]([C:8]2[CH:9]=[C:10]3[C:14](=[CH:15][CH:16]=2)[NH:13][C:12](=O)[C:11]3([CH2:20][CH3:21])[CH2:18][CH3:19])[CH:5]=[CH:6][CH:7]=1.COC1C=CC(P2(SP(C3C=CC(OC)=CC=3)(=S)S2)=[S:31])=CC=1. (4) Reactant: N(C(OC(C)C)=O)=NC(OC(C)C)=O.[I:15][C:16]1[CH:17]=[N:18][N:19]([CH3:23])[C:20]=1[CH2:21][OH:22].O[C:25]1[CH:30]=[CH:29][C:28]([C:31]([F:34])([F:33])[F:32])=[CH:27][CH:26]=1.C1(P(C2C=CC=CC=2)C2C=CC=CC=2)C=CC=CC=1.[OH-].[Na+]. Product: [I:15][C:16]1[CH:17]=[N:18][N:19]([CH3:23])[C:20]=1[CH2:21][O:22][C:25]1[CH:30]=[CH:29][C:28]([C:31]([F:34])([F:33])[F:32])=[CH:27][CH:26]=1. The catalyst class is: 132. (5) Reactant: C1[O:10][CH:4]([C:5]2[CH:9]=[CH:8][S:7][CH:6]=2)OC1.[CH2:11]1[CH2:15][O:14]CC1.[Li]CCCC.CCCCCC.C1OS(=O)(=O)OC1.C(Cl)Cl.N1C=CN=C1.[Si:42](Cl)([C:45]([CH3:48])([CH3:47])[CH3:46])([CH3:44])[CH3:43]. Product: [Si:42]([O:14][CH2:15][CH2:11][C:6]1[S:7][CH:8]=[CH:9][C:5]=1[CH:4]=[O:10])([C:45]([CH3:48])([CH3:47])[CH3:46])([CH3:44])[CH3:43]. The catalyst class is: 6.